Predict which catalyst facilitates the given reaction. From a dataset of Catalyst prediction with 721,799 reactions and 888 catalyst types from USPTO. (1) Reactant: [C:1](OC(=O)C)(=[O:3])[CH3:2].[S:8]1[CH:12]=[CH:11][CH:10]=[C:9]1[C:13]1([CH:20]=[CH:19][CH:18]=[CH:17][CH2:16]1)[CH2:14][OH:15].O. Product: [C:1]([O:15][CH2:14][C:13]1([C:9]2[S:8][CH:12]=[CH:11][CH:10]=2)[CH:16]=[CH:17][CH:18]=[CH:19][CH2:20]1)(=[O:3])[CH3:2]. The catalyst class is: 17. (2) Reactant: [CH3:1][C:2]1[CH:7]=[CH:6][C:5]([CH3:8])=[CH:4][C:3]=1[NH:9][C:10](=[O:15])[CH2:11][C:12](=O)[CH3:13]. Product: [CH3:13][C:12]1[C:4]2[C:3](=[C:2]([CH3:1])[CH:7]=[CH:6][C:5]=2[CH3:8])[N:9]=[C:10]([OH:15])[CH:11]=1. The catalyst class is: 82. (3) Reactant: [H-].[Na+].[Cl:3][C:4]1[CH:5]=[C:6]([CH:15]=[C:16]([Cl:18])[CH:17]=1)[CH2:7][N:8]1[CH:12]=[CH:11][N:10]=[C:9]1[CH2:13][OH:14].[CH2:19](Br)[C:20]1[CH:25]=[CH:24][CH:23]=[CH:22][CH:21]=1. Product: [CH2:19]([O:14][CH2:13][C:9]1[N:8]([CH2:7][C:6]2[CH:15]=[C:16]([Cl:18])[CH:17]=[C:4]([Cl:3])[CH:5]=2)[CH:12]=[CH:11][N:10]=1)[C:20]1[CH:25]=[CH:24][CH:23]=[CH:22][CH:21]=1. The catalyst class is: 31. (4) Reactant: [Br:1][C:2]1[CH:7]=[CH:6][C:5]([S:8](Cl)(=[O:10])=[O:9])=[CH:4][C:3]=1[F:12].[CH:13]1([NH2:16])[CH2:15][CH2:14]1. Product: [Br:1][C:2]1[CH:7]=[CH:6][C:5]([S:8]([NH:16][CH:13]2[CH2:15][CH2:14]2)(=[O:10])=[O:9])=[CH:4][C:3]=1[F:12]. The catalyst class is: 4. (5) Reactant: N1C=CC=C(C=O)C=1.Cl.N12CCC(CC1)C(=O)C2.[OH-].[K+].N1C=CC=C(C=C2C(=O)C3CCN2CC3)C=1.[C:37]1([CH:43]([CH:50]2[C:55](=[O:56])[CH:54]3[CH2:57][CH2:58][N:51]2[CH2:52][CH2:53]3)[C:44]2[CH:45]=[N:46][CH:47]=[CH:48][CH:49]=2)[CH:42]=[CH:41][CH:40]=[CH:39][CH:38]=1.C1([Mg]Br)C=CC=CC=1.[BH4-].[Na+]. Product: [C:37]1([CH:43]([CH:50]2[CH:55]([OH:56])[CH:54]3[CH2:57][CH2:58][N:51]2[CH2:52][CH2:53]3)[C:44]2[CH:45]=[N:46][CH:47]=[CH:48][CH:49]=2)[CH:42]=[CH:41][CH:40]=[CH:39][CH:38]=1. The catalyst class is: 8. (6) Reactant: [CH3:1][NH2:2].[CH3:3][C:4]1([C:7]([O:9][CH3:10])=[O:8])[O:6][CH2:5]1. Product: [OH:6][C:4]([CH3:3])([CH2:5][NH:2][CH3:1])[C:7]([O:9][CH3:10])=[O:8]. The catalyst class is: 8. (7) Reactant: Cl[C:2]1[C:3]2[N:10]([CH3:11])[CH:9]=[CH:8][C:4]=2[N:5]=[CH:6][N:7]=1.[OH:12][C:13]1[CH:14]=[C:15]2[C:20](=[CH:21][CH:22]=1)[C:19]([C:23]([OH:25])=[O:24])=[CH:18][CH:17]=[CH:16]2.C(=O)([O-])[O-].[Cs+].[Cs+]. Product: [CH3:11][N:10]1[C:3]2[C:2]([O:12][C:13]3[CH:14]=[C:15]4[C:20](=[CH:21][CH:22]=3)[C:19]([C:23]([OH:25])=[O:24])=[CH:18][CH:17]=[CH:16]4)=[N:7][CH:6]=[N:5][C:4]=2[CH:8]=[CH:9]1. The catalyst class is: 16.